This data is from Aqueous solubility values for 9,982 compounds from the AqSolDB database. The task is: Regression/Classification. Given a drug SMILES string, predict its absorption, distribution, metabolism, or excretion properties. Task type varies by dataset: regression for continuous measurements (e.g., permeability, clearance, half-life) or binary classification for categorical outcomes (e.g., BBB penetration, CYP inhibition). For this dataset (solubility_aqsoldb), we predict Y. (1) The compound is CCOC(=O)CNc1nc(Cl)nc(NC(C)C)n1. The Y is -2.56 log mol/L. (2) The molecule is COc1ccccc1NC(=O)CC(C)=O. The Y is -1.81 log mol/L. (3) The drug is O=S(=O)(c1cccc(O)c1)c1cccc(O)c1. The Y is -2.33 log mol/L. (4) The drug is O=C(Nc1ccc(Cl)cc1)Nc1ccc(Cl)c(Cl)c1. The Y is -6.46 log mol/L.